This data is from Full USPTO retrosynthesis dataset with 1.9M reactions from patents (1976-2016). The task is: Predict the reactants needed to synthesize the given product. (1) Given the product [C:1]([O:4][C@H:5]1[C@@H:9]([O:10][C:11](=[O:13])[CH3:12])[C@H:8]([C:14]2[C:18]3[N:19]=[CH:20][N:21]=[C:22]([NH2:23])[C:17]=3[NH:16][CH:15]=2)[N:7]([C:26]([O:28][C:29]([CH3:30])([CH3:31])[CH3:32])=[O:27])[C@@H:6]1[CH2:33][O:34][C:35](=[O:37])[CH3:36])(=[O:3])[CH3:2], predict the reactants needed to synthesize it. The reactants are: [C:1]([O:4][C@H:5]1[C@@H:9]([O:10][C:11](=[O:13])[CH3:12])[C@H:8]([C:14]2[C:18]3[N:19]=[CH:20][N:21]=[C:22]([N:23]=[N+]=[N-])[C:17]=3[NH:16][CH:15]=2)[N:7]([C:26]([O:28][C:29]([CH3:32])([CH3:31])[CH3:30])=[O:27])[C@@H:6]1[CH2:33][O:34][C:35](=[O:37])[CH3:36])(=[O:3])[CH3:2]. (2) Given the product [CH2:14]([N:1]1[CH:5]=[CH:4][C:3]([C:6]2[CH:11]=[CH:10][N:9]=[CH:8][CH:7]=2)=[N:2]1)[CH3:15], predict the reactants needed to synthesize it. The reactants are: [NH:1]1[CH:5]=[CH:4][C:3]([C:6]2[CH:11]=[CH:10][N:9]=[CH:8][CH:7]=2)=[N:2]1.[OH-].[Na+].[CH2:14](I)[CH3:15]. (3) Given the product [CH3:19][C:16]1[CH:17]=[CH:18][C:13]([NH:12][C:10]([C:7]2[CH:8]=[CH:9][C:4]([NH:1][CH:36]3[CH2:37][CH2:38][N:34]([CH3:33])[CH2:35]3)=[CH:5][CH:6]=2)=[O:11])=[CH:14][C:15]=1[NH:20][C:21]1[N:26]=[C:25]([C:27]2[CH:28]=[N:29][CH:30]=[CH:31][CH:32]=2)[CH:24]=[CH:23][N:22]=1, predict the reactants needed to synthesize it. The reactants are: [N+:1]([C:4]1[CH:9]=[CH:8][C:7]([C:10]([NH:12][C:13]2[CH:18]=[CH:17][C:16]([CH3:19])=[C:15]([NH:20][C:21]3[N:26]=[C:25]([C:27]4[CH:28]=[N:29][CH:30]=[CH:31][CH:32]=4)[CH:24]=[CH:23][N:22]=3)[CH:14]=2)=[O:11])=[CH:6][CH:5]=1)([O-])=O.[CH3:33][N:34]1[CH2:38][CH2:37][C:36](=O)[CH2:35]1. (4) Given the product [Br:6][C:7]1[CH:8]=[C:9]2[C:10](=[CH:11][CH:12]=1)[CH:26]([C:27]([O:29][CH2:30][CH3:31])=[O:28])[N:15]([S:16]([C:19]1[CH:20]=[CH:21][CH:22]=[CH:23][CH:24]=1)(=[O:18])=[O:17])[CH2:14][CH2:13]2.[Br:6][C:7]1[CH:12]=[CH:11][CH:10]=[C:9]2[C:8]=1[CH:26]([C:27]([O:29][CH2:30][CH3:31])=[O:28])[N:15]([S:16]([C:19]1[CH:20]=[CH:21][CH:22]=[CH:23][CH:24]=1)(=[O:18])=[O:17])[CH2:14][CH2:13]2, predict the reactants needed to synthesize it. The reactants are: [Sn](Cl)(Cl)(Cl)Cl.[Br:6][C:7]1[CH:8]=[C:9]([CH2:13][CH2:14][NH:15][S:16]([C:19]2[CH:24]=[CH:23][CH:22]=[CH:21][CH:20]=2)(=[O:18])=[O:17])[CH:10]=[CH:11][CH:12]=1.Cl[CH:26](SC)[C:27]([O:29][CH2:30][CH3:31])=[O:28]. (5) Given the product [N:1]12[CH2:8][CH2:7][C:4]([C:9]3[O:10][C:27]4[C:18](=[C:19]([C:20]([O:22][CH3:23])=[O:21])[CH:24]=[CH:25][CH:26]=4)[N:17]=3)([CH2:5][CH2:6]1)[CH2:3][CH2:2]2, predict the reactants needed to synthesize it. The reactants are: [N:1]12[CH2:8][CH2:7][C:4]([CH:9]=[O:10])([CH2:5][CH2:6]1)[CH2:3][CH2:2]2.N1CCCCC1.[NH2:17][C:18]1[C:27](O)=[CH:26][CH:25]=[CH:24][C:19]=1[C:20]([O:22][CH3:23])=[O:21]. (6) Given the product [CH:18]1([CH:23]([C:27]2[CH:31]=[CH:30][S:29][CH:28]=2)[C:24]([NH:11][C:8]2[CH:9]=[C:10]3[C:5](=[CH:6][CH:7]=2)[N:4]([CH:12]2[CH2:17][CH2:16][CH2:15][CH2:14][O:13]2)[N:3]=[C:2]3[I:1])=[O:25])[CH2:22][CH2:21][CH2:20][CH2:19]1, predict the reactants needed to synthesize it. The reactants are: [I:1][C:2]1[C:10]2[C:5](=[CH:6][CH:7]=[C:8]([NH2:11])[CH:9]=2)[N:4]([CH:12]2[CH2:17][CH2:16][CH2:15][CH2:14][O:13]2)[N:3]=1.[CH:18]1([CH:23]([C:27]2[CH:31]=[CH:30][S:29][CH:28]=2)[C:24](O)=[O:25])[CH2:22][CH2:21][CH2:20][CH2:19]1.CN(C(ON1N=NC2C=CC=CC1=2)=[N+](C)C)C.[B-](F)(F)(F)F.CCN(C(C)C)C(C)C. (7) Given the product [CH3:26][C:16]1[CH:21]=[CH:20][C:19]([S:22]([O:7][CH2:6][CH:5]2[O:1][C:2]3[C:15]4[CH2:14][CH2:13][CH2:12][CH2:11][C:10]=4[CH:9]=[CH:8][C:3]=3[CH2:4]2)(=[O:24])=[O:23])=[CH:18][CH:17]=1, predict the reactants needed to synthesize it. The reactants are: [O:1]1[CH:5]([CH2:6][OH:7])[CH2:4][C:3]2[CH:8]=[CH:9][C:10]3[CH2:11][CH2:12][CH2:13][CH2:14][C:15]=3[C:2]1=2.[C:16]1([CH3:26])[CH:21]=[CH:20][C:19]([S:22](Cl)(=[O:24])=[O:23])=[CH:18][CH:17]=1.C(N(CC)CC)C. (8) Given the product [Cl:25][C:14]1[S:13][N:12]=[C:11]([C:2]2[CH:3]=[CH:4][C:5]3[C:10](=[CH:9][CH:8]=[CH:7][CH:6]=3)[N:1]=2)[N:15]=1, predict the reactants needed to synthesize it. The reactants are: [N:1]1[C:10]2[C:5](=[CH:6][CH:7]=[CH:8][CH:9]=2)[CH:4]=[CH:3][C:2]=1[C:11]1[NH:15][C:14](=O)[S:13][N:12]=1.C([O-])([O-])=O.[Na+].[Na+].O=P(Cl)(Cl)[Cl:25]. (9) The reactants are: N#N.[NH:3]1[C:7]2[CH:8]=[CH:9][CH:10]=[CH:11][C:6]=2[N:5]=[C:4]1[C@H:12]([NH:22][C:23]([NH:25][CH:26]1[CH2:31][CH2:30][NH:29][CH2:28][CH2:27]1)=[O:24])[CH2:13][C:14]1[CH:19]=[CH:18][C:17]([O:20][CH3:21])=[CH:16][CH:15]=1.CCN(C(C)C)C(C)C.[CH3:41][S:42](Cl)(=[O:44])=[O:43]. Given the product [NH:3]1[C:7]2[CH:8]=[CH:9][CH:10]=[CH:11][C:6]=2[N:5]=[C:4]1[C@H:12]([NH:22][C:23]([NH:25][CH:26]1[CH2:27][CH2:28][N:29]([S:42]([CH3:41])(=[O:44])=[O:43])[CH2:30][CH2:31]1)=[O:24])[CH2:13][C:14]1[CH:15]=[CH:16][C:17]([O:20][CH3:21])=[CH:18][CH:19]=1, predict the reactants needed to synthesize it. (10) Given the product [NH2:1][C:2]1[S:3][C:4]([C:8]([OH:10])=[O:9])=[C:5]([CH3:7])[N:6]=1, predict the reactants needed to synthesize it. The reactants are: [NH2:1][C:2]1[S:3][C:4]([C:8]([O:10]CC)=[O:9])=[C:5]([CH3:7])[N:6]=1.[OH-].[Na+].